Task: Predict which catalyst facilitates the given reaction.. Dataset: Catalyst prediction with 721,799 reactions and 888 catalyst types from USPTO (1) Reactant: [C:1](Cl)(=[O:5])[C:2](Cl)=[O:3].[Cl:7][C:8]1[CH:13]=[CH:12][C:11]([C:14]2[NH:15][C:16]3[C:21]([CH:22]=2)=[CH:20][CH:19]=[CH:18][CH:17]=3)=[CH:10][C:9]=1[S:23]([NH:26][CH2:27][CH2:28][C:29]1[CH:34]=[CH:33][CH:32]=[CH:31][C:30]=1[O:35][CH3:36])(=[O:25])=[O:24].[CH3:37][OH:38]. Product: [CH3:37][O:38][C:1](=[O:5])[C:2]([C:22]1[C:21]2[C:16](=[CH:17][CH:18]=[CH:19][CH:20]=2)[NH:15][C:14]=1[C:11]1[CH:12]=[CH:13][C:8]([Cl:7])=[C:9]([S:23](=[O:25])(=[O:24])[NH:26][CH2:27][CH2:28][C:29]2[CH:34]=[CH:33][CH:32]=[CH:31][C:30]=2[O:35][CH3:36])[CH:10]=1)=[O:3]. The catalyst class is: 2. (2) Reactant: [F:1][C:2]1[C:3]([NH:13][CH3:14])=[C:4]([CH:9]=[CH:10][C:11]=1[F:12])[C:5]([O:7]C)=O.FC1C(F)=C(F)C=C[C:17]=1[C:18](OC)=[O:19].[C:28](=[O:31])([O-])[O-:29].[K+].[K+].CN.[CH2:36]1COC[CH2:37]1. Product: [F:12][C:11]1[C:2]([F:1])=[C:3]2[C:4]([C:5]([OH:7])=[C:17]([C:28]([O:29][CH2:36][CH3:37])=[O:31])[C:18](=[O:19])[N:13]2[CH3:14])=[CH:9][CH:10]=1. The catalyst class is: 25.